From a dataset of Experimentally validated miRNA-target interactions with 360,000+ pairs, plus equal number of negative samples. Binary Classification. Given a miRNA mature sequence and a target amino acid sequence, predict their likelihood of interaction. (1) The miRNA is hsa-miR-4766-5p with sequence UCUGAAAGAGCAGUUGGUGUU. The protein sequence of the target gene is MPGPPGSLEMGPLTFRDVAIEFSLEEWQCLDTAQRNLYRKVMFENYRNLVFLGIAVSKPHLITCLEQGKEPWNRKRQEMVAKPPVIYSHFTEDLWPEHSIKDSFQKVILRGYGKCGHENLQLRISCKSVDESKVFKEGYNELNQCLRTTQSKIFQCDKYVKVFHKFSNSNSHKKRNTGKKVFKCKECGKSFCMLSHLTQHIRIHTRENSYKCEECGKVLNWFSELIKHKGIHMGEKPYKCEECGKAFNQSSTLIKHKKIHIEEKPFKCEECGKAFSLFSILSKHKIIHTGDKPYKCDECH.... Result: 1 (interaction). (2) The miRNA is hsa-miR-575 with sequence GAGCCAGUUGGACAGGAGC. The protein sequence of the target gene is MSLKLQASNVTNKNDPKSINSRVFIGNLNTALVKKSDVETIFSKYGRVAGCSVHKGYAFVQYSNERHARAAVLGENGRVLAGQTLDINMAGEPKPDRPKGLKRAASAIYSGYIFDYDYYRDDFYDRLFDYRGRLSPVPVPRAVPVKRPRVTVPLVRRVKTNVPVKLFARSTAVTTSSAKIKLKSSELQAIKTELTQIKSNIDALLSRLEQIAAEQKANPDGKKKGDGGGAGGGGGGGGSGGGGSGGGGGGGSSRPPAPQENTTSEAGLPQGEARTRDDGDEEGLLTHSEEELEHSQDTDA.... Result: 0 (no interaction). (3) The miRNA is hsa-miR-3074-5p with sequence GUUCCUGCUGAACUGAGCCAG. The protein sequence of the target gene is MTRGAWMCRQYDDGLKIWLAAPRENEKPFIDSERAQKWRLSLASLLFFTVLLSDHLWFCAEAKLTRTRDKEHHQQQQQQQQQQQQQQQQQQQQQQRQQQRQRQQQRQRQQEPSWPALLASMGESSPAAQAHRLLSASSSPTLPPSPGGGGGSKGNRGKNNRSRALFLGNSAKPVWRLETCYPQGASSGQCFTVESADAVCARNWSRGAAAGEEQSSRGSRPTPLWNLSDFYLSFCNSYTLWELFSGLSSPSTLNCSLDVVLTEGGEMTTCRQCIEAYQDYDHHAQEKYEEFESVLHKYLQ.... Result: 0 (no interaction). (4) The miRNA is mmu-miR-3064-5p with sequence UCUGGCUGUUGUGGUGUGCAAA. The protein sequence of the target gene is MTSSVSFASFRFPWLLKTFVLMVGLATVAFMVRKVSLTTDFSTFKPKFPEPARVDPVLKLLPEEHLRKLFTYSDIWLFPKNQCDCNSGKLRMKYKFQDAYNQKDLPAVNARRQAEFEHFQRREGLPRPPPLLAPPNLPFGYPVHGVEVMPLHTILIPGLQYEGPDAPVYEVILKASLGTLNTLADVPDDEVQGRGQRQLTISTRHRKVLNFILQHVTYTSTEYYLHKVDTVSMEYESSVAKFPVTIKQQTVPKLYDPGPERKIRNLVTIATKTFLRPHKLKILLQSIRKYYPDITVIVAD.... Result: 1 (interaction). (5) The miRNA is hsa-miR-4783-5p with sequence GGCGCGCCCAGCUCCCGGGCU. The protein sequence of the target gene is MTAGTVVITGGILATVILLCIIAVLCYCRLQYYCCKKSGTEVADEEEEREHDLPTHPRGPTCNACSSQALDGRGSLAPLTSEPCSQPCGVAASHCTTCSPYSSPFYIRTADMVPNGGGGERLSFAPTYYKEGGPPSLKLAAPQSYPVTWPGSGREAFTNPRAISTDV. Result: 1 (interaction). (6) The miRNA is hsa-miR-374b-5p with sequence AUAUAAUACAACCUGCUAAGUG. The protein sequence of the target gene is MFSRVGRLTTFGAQAVSNCPFRRDNIYQQPLKVTAPINDQLTSFAHSFSDSVRHRTTSFGNDPFLGVPMDDDEVIKELELLDLDSWHTKPRAPCPAPSDELELDQFWEGKNVTVCGRDPRLGKSTDCFELEAWRPTDSWQNGSSVGHPHGHQQQQQTCQQPPTHSSTTETMHDFSNFGDNMGSPLFQSPSKSAIDQLTGTSRIDEYGMPPQDRKLSKFEMDIEQESKAVDWEAWNHYLESDDDVFKRPEAFFKEEPMIMTSSDSLMTSSTSSPDSGISLYDPMIPPPSSHFPSFNLSSSS.... Result: 0 (no interaction).